Dataset: TCR-epitope binding with 47,182 pairs between 192 epitopes and 23,139 TCRs. Task: Binary Classification. Given a T-cell receptor sequence (or CDR3 region) and an epitope sequence, predict whether binding occurs between them. (1) The epitope is KLWAQCVQL. The TCR CDR3 sequence is CASSSTLDRTEQETQYF. Result: 1 (the TCR binds to the epitope). (2) The epitope is RAKFKQLL. The TCR CDR3 sequence is CASSFRDNSYEQYF. Result: 0 (the TCR does not bind to the epitope). (3) The epitope is KLGGALQAK. The TCR CDR3 sequence is CASSIAWGQLNTEAFF. Result: 1 (the TCR binds to the epitope). (4) The epitope is FIAGLIAIV. The TCR CDR3 sequence is CASSRQGNEQFF. Result: 1 (the TCR binds to the epitope). (5) The epitope is FLLNKEMYL. The TCR CDR3 sequence is CASSLHLGGELFF. Result: 1 (the TCR binds to the epitope).